This data is from Full USPTO retrosynthesis dataset with 1.9M reactions from patents (1976-2016). The task is: Predict the reactants needed to synthesize the given product. (1) Given the product [C:32]([C:30]1[C:29]([O:35][CH3:36])=[C:28]([CH:11]2[CH2:14][N:13]([C:15]([O:17][CH2:18][C:19]3[CH:24]=[CH:23][CH:22]=[CH:21][CH:20]=3)=[O:16])[CH2:12]2)[C:27]([CH3:38])=[C:26]([Cl:25])[CH:31]=1)(=[O:34])[CH3:33], predict the reactants needed to synthesize it. The reactants are: BrCCBr.Cl[Si](C)(C)C.I[CH:11]1[CH2:14][N:13]([C:15]([O:17][CH2:18][C:19]2[CH:24]=[CH:23][CH:22]=[CH:21][CH:20]=2)=[O:16])[CH2:12]1.[Cl:25][C:26]1[C:27]([CH3:38])=[C:28](I)[C:29]([O:35][CH3:36])=[C:30]([C:32](=[O:34])[CH3:33])[CH:31]=1. (2) Given the product [NH2:36][C:37]1[CH:42]=[C:41]([C:2]2[CH:3]=[C:4]3[C:8](=[C:9]([C:11]([NH2:13])=[O:12])[CH:10]=2)[NH:7][CH:6]=[C:5]3[CH:14]2[CH2:15][CH2:16][N:17]([S:20]([CH2:23][CH3:24])(=[O:22])=[O:21])[CH2:18][CH2:19]2)[CH:40]=[CH:39][CH:38]=1, predict the reactants needed to synthesize it. The reactants are: Br[C:2]1[CH:3]=[C:4]2[C:8](=[C:9]([C:11]([NH2:13])=[O:12])[CH:10]=1)[NH:7][CH:6]=[C:5]2[CH:14]1[CH2:19][CH2:18][N:17]([S:20]([CH2:23][CH3:24])(=[O:22])=[O:21])[CH2:16][CH2:15]1.C(=O)([O-])[O-].[K+].[K+].S(O)(O)(=O)=O.[NH2:36][C:37]1[CH:38]=[C:39](B(O)O)[CH:40]=[CH:41][CH:42]=1.C(OCC)(=O)C. (3) Given the product [OH:45][C:21]1([CH:26]=[CH:25][CH:24]=[CH:23][CH2:22]1)[CH2:20][C:2]1[CH:3]=[C:4]([CH:8]=[CH:9][CH:10]=1)[C:5]([OH:7])=[O:6], predict the reactants needed to synthesize it. The reactants are: Br[C:2]1[CH:3]=[C:4]([CH:8]=[CH:9][CH:10]=1)[C:5]([OH:7])=[O:6].C([Mg]CCCC)CCC.[CH3:20][CH2:21][CH2:22][CH2:23][CH2:24][CH2:25][CH3:26].C([Li])CCC.CCCCCC.C(=[O:45])C1C=CC=CC=1.Cl. (4) Given the product [C:14]([O:13][C:11]([N:4]1[CH2:5][CH2:6][O:1][C:2]2[CH:10]=[CH:9][CH:8]=[N:7][C:3]1=2)=[O:12])([CH3:17])([CH3:16])[CH3:15], predict the reactants needed to synthesize it. The reactants are: [O:1]1[CH2:6][CH2:5][NH:4][C:3]2[N:7]=[CH:8][CH:9]=[CH:10][C:2]1=2.[C:11](O[C:11]([O:13][C:14]([CH3:17])([CH3:16])[CH3:15])=[O:12])([O:13][C:14]([CH3:17])([CH3:16])[CH3:15])=[O:12].[Li+].C[Si]([N-][Si](C)(C)C)(C)C.